This data is from Full USPTO retrosynthesis dataset with 1.9M reactions from patents (1976-2016). The task is: Predict the reactants needed to synthesize the given product. The reactants are: [CH3:1][S:2][C:3]1[N:4]=[CH:5][C:6]2[C:15](=[O:16])[N:14]([C:17]3[CH:18]=[C:19]([CH:24]=[CH:25][CH:26]=3)[C:20]([NH:22][NH2:23])=[O:21])[CH2:13][C@H:12]3[N:8]([CH2:9][CH2:10][CH2:11]3)[C:7]=2[N:27]=1.C(N(CC)CC)C.[F:35][C:36]([F:41])([F:40])[C:37](O)=[O:38]. Given the product [CH3:1][S:2][C:3]1[N:4]=[CH:5][C:6]2[C:15](=[O:16])[N:14]([C:17]3[CH:18]=[C:19]([CH:24]=[CH:25][CH:26]=3)[C:20]([NH:22][NH:23][C:37](=[O:38])[C:36]([F:41])([F:40])[F:35])=[O:21])[CH2:13][C@H:12]3[N:8]([CH2:9][CH2:10][CH2:11]3)[C:7]=2[N:27]=1, predict the reactants needed to synthesize it.